This data is from Forward reaction prediction with 1.9M reactions from USPTO patents (1976-2016). The task is: Predict the product of the given reaction. (1) Given the reactants Br[C:2]1[C:3]([F:14])=[CH:4][N:5]=[C:6]2[C:11]=1[N:10]=[C:9]([O:12][CH3:13])[CH:8]=[CH:7]2.[OH:15][CH:16]1[CH2:20][C:19]2([CH2:25][CH2:24][NH:23][CH2:22][CH2:21]2)[CH2:18][CH:17]1[NH:26][C:27](=[O:33])[O:28][C:29]([CH3:32])([CH3:31])[CH3:30].C1C=CC(P(C2C=CC3C(=CC=CC=3)C=2C2C3C(=CC=CC=3)C=CC=2P(C2C=CC=CC=2)C2C=CC=CC=2)C2C=CC=CC=2)=CC=1.C([O-])([O-])=O.[Cs+].[Cs+], predict the reaction product. The product is: [F:14][C:3]1[CH:4]=[N:5][C:6]2[C:11]([C:2]=1[N:23]1[CH2:22][CH2:21][C:19]3([CH2:18][C@H:17]([NH:26][C:27](=[O:33])[O:28][C:29]([CH3:32])([CH3:30])[CH3:31])[C@H:16]([OH:15])[CH2:20]3)[CH2:25][CH2:24]1)=[N:10][C:9]([O:12][CH3:13])=[CH:8][CH:7]=2. (2) The product is: [O:25]1[CH2:26][CH:27]=[C:28]([C:31]2[CH:32]=[C:33]([NH:37][C:2]3[C:11]4[C:6](=[CH:7][C:8]([F:13])=[CH:9][C:10]=4[F:12])[N:5]=[C:4]([C:14]4[CH:19]=[CH:18][CH:17]=[CH:16][C:15]=4[S:20]([CH3:23])(=[O:22])=[O:21])[C:3]=3[CH3:24])[CH:34]=[N:35][CH:36]=2)[CH2:29][CH2:30]1. Given the reactants Cl[C:2]1[C:11]2[C:6](=[CH:7][C:8]([F:13])=[CH:9][C:10]=2[F:12])[N:5]=[C:4]([C:14]2[CH:19]=[CH:18][CH:17]=[CH:16][C:15]=2[S:20]([CH3:23])(=[O:22])=[O:21])[C:3]=1[CH3:24].[O:25]1[CH2:30][CH:29]=[C:28]([C:31]2[CH:32]=[C:33]([NH2:37])[CH:34]=[N:35][CH:36]=2)[CH2:27][CH2:26]1, predict the reaction product. (3) Given the reactants F[C:2]1[CH:9]=[CH:8][C:5]([C:6]#[N:7])=[CH:4][C:3]=1[C:10]([F:13])([F:12])[F:11].[OH:14][C:15]([C@H:18]1[CH2:22][CH2:21][NH:20][C@H:19]1[CH3:23])([CH3:17])[CH3:16].C(=O)([O-])[O-].[Li+].[Li+], predict the reaction product. The product is: [OH:14][C:15]([C@H:18]1[CH2:22][CH2:21][N:20]([C:2]2[CH:9]=[CH:8][C:5]([C:6]#[N:7])=[CH:4][C:3]=2[C:10]([F:13])([F:12])[F:11])[C@H:19]1[CH3:23])([CH3:17])[CH3:16]. (4) Given the reactants [H-].[H-].[H-].[H-].[Li+].[Al+3].[CH3:7][O:8][CH:9]([O:17][CH3:18])[CH2:10][CH2:11][CH2:12][C:13](OC)=[O:14].CCCCCC.C(OCC)(=O)C, predict the reaction product. The product is: [CH3:7][O:8][CH:9]([O:17][CH3:18])[CH2:10][CH2:11][CH2:12][CH2:13][OH:14]. (5) Given the reactants [CH3:1][O:2][C:3]1[N:8]=[C:7]([O:9][CH3:10])[C:6](B(O)O)=[CH:5][N:4]=1.[Cl:14][C:15]1[CH:20]=[CH:19][C:18](I)=[CH:17][N:16]=1.C([O-])([O-])=O.[Na+].[Na+].C1C=CC(P(C2C=CC=CC=2)C2C=CC=CC=2)=CC=1, predict the reaction product. The product is: [Cl:14][C:15]1[N:16]=[CH:17][C:18]([C:6]2[C:7]([O:9][CH3:10])=[N:8][C:3]([O:2][CH3:1])=[N:4][CH:5]=2)=[CH:19][CH:20]=1. (6) Given the reactants [CH:1](NC(C)C)(C)C.[Li]CCCC.[C:13]([CH:15]1[CH2:18][N:17]([C:19]([O:21][C:22]([CH3:25])([CH3:24])[CH3:23])=[O:20])[CH2:16]1)#[N:14].IC, predict the reaction product. The product is: [C:13]([C:15]1([CH3:1])[CH2:18][N:17]([C:19]([O:21][C:22]([CH3:25])([CH3:24])[CH3:23])=[O:20])[CH2:16]1)#[N:14]. (7) The product is: [CH3:1][C:2]1[C:3]([N:9]2[CH2:14][CH2:13][N:12]([C:15]([C:17]3[CH:22]=[CH:21][C:20]([N:23]4[C@H:27]([CH2:28][O:29][CH3:39])[CH2:26][CH2:25][C:24]4=[O:30])=[CH:19][C:18]=3[S:31]([CH3:34])(=[O:33])=[O:32])=[O:16])[CH2:11][CH2:10]2)=[N:4][CH:5]=[C:6]([CH3:8])[CH:7]=1. Given the reactants [CH3:1][C:2]1[C:3]([N:9]2[CH2:14][CH2:13][N:12]([C:15]([C:17]3[CH:22]=[CH:21][C:20]([N:23]4[C@H:27]([CH2:28][OH:29])[CH2:26][CH2:25][C:24]4=[O:30])=[CH:19][C:18]=3[S:31]([CH3:34])(=[O:33])=[O:32])=[O:16])[CH2:11][CH2:10]2)=[N:4][CH:5]=[C:6]([CH3:8])[CH:7]=1.S(C1C=CC(C)=CC=1)(O[CH3:39])(=O)=O, predict the reaction product.